Dataset: HIV replication inhibition screening data with 41,000+ compounds from the AIDS Antiviral Screen. Task: Binary Classification. Given a drug SMILES string, predict its activity (active/inactive) in a high-throughput screening assay against a specified biological target. The drug is COC(=O)c1cc(C(=CCCCCN=[N+]=[N-])c2cc(Cl)c(OC)c(C(=O)OC)c2)cc(Cl)c1OC. The result is 1 (active).